From a dataset of Reaction yield outcomes from USPTO patents with 853,638 reactions. Predict the reaction yield, written as a fraction of the theoretical maximum amount of product (1.0 means a 100% yield; for example, 0.34 means a 34% yield). The reactants are [NH2:1][C:2]1[NH:6][N:5]=[CH:4][C:3]=1[C:7]#[N:8].[CH3:9][N:10]1[C:18]2[C:13](=[CH:14][C:15]([C:19](=O)[CH2:20][C:21](OCC)=[O:22])=[CH:16][CH:17]=2)[CH:12]=[N:11]1. The catalyst is CCCCO.CC1C=CC(S(O)(=O)=O)=CC=1. The product is [CH3:9][N:10]1[C:18]2[C:13](=[CH:14][C:15]([C:19]3[NH:1][C:2]4[N:6]([N:5]=[CH:4][C:3]=4[C:7]#[N:8])[C:21](=[O:22])[CH:20]=3)=[CH:16][CH:17]=2)[CH:12]=[N:11]1. The yield is 0.740.